Dataset: NCI-60 drug combinations with 297,098 pairs across 59 cell lines. Task: Regression. Given two drug SMILES strings and cell line genomic features, predict the synergy score measuring deviation from expected non-interaction effect. (1) Drug 1: CN(C)N=NC1=C(NC=N1)C(=O)N. Drug 2: CC12CCC3C(C1CCC2O)C(CC4=C3C=CC(=C4)O)CCCCCCCCCS(=O)CCCC(C(F)(F)F)(F)F. Cell line: NCIH23. Synergy scores: CSS=0.345, Synergy_ZIP=-0.619, Synergy_Bliss=-0.962, Synergy_Loewe=-2.08, Synergy_HSA=-1.71. (2) Drug 1: C1=C(C(=O)NC(=O)N1)N(CCCl)CCCl. Drug 2: CCC(=C(C1=CC=CC=C1)C2=CC=C(C=C2)OCCN(C)C)C3=CC=CC=C3.C(C(=O)O)C(CC(=O)O)(C(=O)O)O. Cell line: MDA-MB-435. Synergy scores: CSS=2.45, Synergy_ZIP=0.172, Synergy_Bliss=0.0670, Synergy_Loewe=-3.53, Synergy_HSA=-3.07. (3) Synergy scores: CSS=36.4, Synergy_ZIP=-3.66, Synergy_Bliss=0.110, Synergy_Loewe=-0.925, Synergy_HSA=-0.765. Drug 2: CC(C)CN1C=NC2=C1C3=CC=CC=C3N=C2N. Cell line: M14. Drug 1: C1=C(C(=O)NC(=O)N1)F. (4) Drug 1: CC(C1=C(C=CC(=C1Cl)F)Cl)OC2=C(N=CC(=C2)C3=CN(N=C3)C4CCNCC4)N. Drug 2: CC1=C(C(=O)C2=C(C1=O)N3CC4C(C3(C2COC(=O)N)OC)N4)N. Cell line: IGROV1. Synergy scores: CSS=16.7, Synergy_ZIP=-3.00, Synergy_Bliss=2.19, Synergy_Loewe=-1.12, Synergy_HSA=2.42. (5) Drug 1: CC1CCC2CC(C(=CC=CC=CC(CC(C(=O)C(C(C(=CC(C(=O)CC(OC(=O)C3CCCCN3C(=O)C(=O)C1(O2)O)C(C)CC4CCC(C(C4)OC)O)C)C)O)OC)C)C)C)OC. Drug 2: C(CC(=O)O)C(=O)CN.Cl. Cell line: U251. Synergy scores: CSS=29.6, Synergy_ZIP=-8.48, Synergy_Bliss=-3.27, Synergy_Loewe=-41.7, Synergy_HSA=-0.633. (6) Drug 1: CC1=CC=C(C=C1)C2=CC(=NN2C3=CC=C(C=C3)S(=O)(=O)N)C(F)(F)F. Drug 2: CC1=C(C=C(C=C1)C(=O)NC2=CC(=CC(=C2)C(F)(F)F)N3C=C(N=C3)C)NC4=NC=CC(=N4)C5=CN=CC=C5. Cell line: K-562. Synergy scores: CSS=23.5, Synergy_ZIP=-3.14, Synergy_Bliss=-2.99, Synergy_Loewe=-0.244, Synergy_HSA=-0.0822. (7) Drug 1: CC1=C(N=C(N=C1N)C(CC(=O)N)NCC(C(=O)N)N)C(=O)NC(C(C2=CN=CN2)OC3C(C(C(C(O3)CO)O)O)OC4C(C(C(C(O4)CO)O)OC(=O)N)O)C(=O)NC(C)C(C(C)C(=O)NC(C(C)O)C(=O)NCCC5=NC(=CS5)C6=NC(=CS6)C(=O)NCCC[S+](C)C)O. Drug 2: C(CCl)NC(=O)N(CCCl)N=O. Cell line: MDA-MB-231. Synergy scores: CSS=32.9, Synergy_ZIP=-10.0, Synergy_Bliss=-5.13, Synergy_Loewe=1.28, Synergy_HSA=1.86. (8) Drug 1: C1C(C(OC1N2C=NC3=C2NC=NCC3O)CO)O. Drug 2: C1C(C(OC1N2C=NC(=NC2=O)N)CO)O. Cell line: A498. Synergy scores: CSS=-0.254, Synergy_ZIP=-1.12, Synergy_Bliss=-3.71, Synergy_Loewe=-0.779, Synergy_HSA=-3.19. (9) Drug 1: CCN(CC)CCCC(C)NC1=C2C=C(C=CC2=NC3=C1C=CC(=C3)Cl)OC. Drug 2: CC1C(C(CC(O1)OC2CC(CC3=C2C(=C4C(=C3O)C(=O)C5=C(C4=O)C(=CC=C5)OC)O)(C(=O)CO)O)N)O.Cl. Cell line: SNB-75. Synergy scores: CSS=48.4, Synergy_ZIP=-1.42, Synergy_Bliss=-1.08, Synergy_Loewe=0.869, Synergy_HSA=1.75.